Dataset: Forward reaction prediction with 1.9M reactions from USPTO patents (1976-2016). Task: Predict the product of the given reaction. (1) Given the reactants [O:1]1[C:5]2([CH2:10][CH2:9][C:8]([C:11]3[CH:12]=[CH:13][C:14](=[O:17])[NH:15][CH:16]=3)=[CH:7][CH2:6]2)[O:4][CH2:3][CH2:2]1.[CH2:18](I)[CH3:19], predict the reaction product. The product is: [O:4]1[C:5]2([CH2:10][CH2:9][CH:8]([C:11]3[CH:12]=[CH:13][C:14](=[O:17])[N:15]([CH2:18][CH3:19])[CH:16]=3)[CH2:7][CH2:6]2)[O:1][CH2:2][CH2:3]1. (2) Given the reactants I[C:2]1[N:6]([CH2:7][C:8]2[CH:13]=[CH:12][C:11]([O:14][CH3:15])=[CH:10][CH:9]=2)[N:5]=[N:4][C:3]=1[C:16]1[CH:21]=[CH:20][N:19]=[C:18]([C:22]2[N:23]=[CH:24][N:25]([CH2:27][CH2:28][C:29]3[C:38]4[C:33](=[CH:34][CH:35]=[CH:36][CH:37]=4)[CH:32]=[CH:31][CH:30]=3)[CH:26]=2)[CH:17]=1.[F-].[K+].N1C2C(=CC=C3C=2N=CC=C3)C=CC=1.[Si]([C:59]([F:62])([F:61])[F:60])(C)(C)C, predict the reaction product. The product is: [CH3:15][O:14][C:11]1[CH:12]=[CH:13][C:8]([CH2:7][N:6]2[C:2]([C:59]([F:62])([F:61])[F:60])=[C:3]([C:16]3[CH:21]=[CH:20][N:19]=[C:18]([C:22]4[N:23]=[CH:24][N:25]([CH2:27][CH2:28][C:29]5[C:38]6[C:33](=[CH:34][CH:35]=[CH:36][CH:37]=6)[CH:32]=[CH:31][CH:30]=5)[CH:26]=4)[CH:17]=3)[N:4]=[N:5]2)=[CH:9][CH:10]=1. (3) Given the reactants [FH:1].F.F.C(N(CC)CC)C.C(N(CC)CC)C.[F:18][C:19]1[CH:40]=[CH:39][C:22]([CH2:23][O:24][C:25]2[CH:34]=[C:33]3[C:28]([CH:29]=[C:30]([C:35](O)([CH3:37])[CH3:36])[CH:31]=[N:32]3)=[CH:27][CH:26]=2)=[CH:21][CH:20]=1.C([O-])(O)=O.[Na+], predict the reaction product. The product is: [F:18][C:19]1[CH:40]=[CH:39][C:22]([CH2:23][O:24][C:25]2[CH:34]=[C:33]3[C:28]([CH:29]=[C:30]([C:35]([F:1])([CH3:37])[CH3:36])[CH:31]=[N:32]3)=[CH:27][CH:26]=2)=[CH:21][CH:20]=1. (4) Given the reactants Cl[C:2]1[N:7]=[C:6]([Cl:8])[N:5]=[C:4]([O:9][CH3:10])[N:3]=1.CCN(C(C)C)C(C)C.[F:20][C:21]1[CH:26]=[CH:25][C:24]([CH2:27][CH2:28][NH2:29])=[CH:23][CH:22]=1, predict the reaction product. The product is: [Cl:8][C:6]1[N:5]=[C:4]([O:9][CH3:10])[N:3]=[C:2]([NH:29][CH2:28][CH2:27][C:24]2[CH:25]=[CH:26][C:21]([F:20])=[CH:22][CH:23]=2)[N:7]=1. (5) Given the reactants [NH2:1][C:2]1[NH:3][C:4](=[O:13])[C:5]2[C:10]([I:11])=[CH:9][N:8]([CH3:12])[C:6]=2[N:7]=1.[H-].[Na+].I[CH3:17], predict the reaction product. The product is: [NH2:1][C:2]1[N:3]([CH3:17])[C:4](=[O:13])[C:5]2[C:10]([I:11])=[CH:9][N:8]([CH3:12])[C:6]=2[N:7]=1.